This data is from Forward reaction prediction with 1.9M reactions from USPTO patents (1976-2016). The task is: Predict the product of the given reaction. (1) The product is: [OH:7][CH2:8][C:9]1[O:13][C:12]([C:14](=[O:16])[CH3:15])=[CH:11][CH:10]=1. Given the reactants O1CCCCC1[O:7][CH2:8][C:9]1[O:13][C:12]([C:14](=[O:16])[CH3:15])=[CH:11][CH:10]=1, predict the reaction product. (2) Given the reactants [CH2:1]([C:8]1[C:9]([C:21]([F:24])([F:23])[F:22])=[C:10]([CH:14]=[CH:15][C:16]=1[O:17][CH2:18][CH2:19][OH:20])[C:11]([OH:13])=[O:12])[C:2]1[CH:7]=[CH:6][CH:5]=[CH:4][CH:3]=1.N1C=CC=CC=1.[C:31](Cl)(=[O:33])[CH3:32].Cl, predict the reaction product. The product is: [CH2:1]([C:8]1[C:9]([C:21]([F:22])([F:23])[F:24])=[C:10]([CH:14]=[CH:15][C:16]=1[O:17][CH2:18][CH2:19][O:20][C:31](=[O:33])[CH3:32])[C:11]([OH:13])=[O:12])[C:2]1[CH:3]=[CH:4][CH:5]=[CH:6][CH:7]=1.